Predict the reaction yield, written as a fraction of the theoretical maximum amount of product (1.0 means a 100% yield; for example, 0.34 means a 34% yield). From a dataset of Reaction yield outcomes from USPTO patents with 853,638 reactions. The reactants are [Br:1][CH2:2][C:3]([C:5]1[CH:10]=[C:9]([F:11])[C:8]([F:12])=[CH:7][C:6]=1[F:13])=[O:4].[O:14]1[CH:18]=[CH:17][N:16]=[C:15]1[NH2:19].C1COCC1. The catalyst is C(#N)C. The product is [BrH:1].[NH:19]=[C:15]1[N:16]([CH2:2][C:3]([C:5]2[CH:10]=[C:9]([F:11])[C:8]([F:12])=[CH:7][C:6]=2[F:13])=[O:4])[CH:17]=[CH:18][O:14]1. The yield is 0.790.